Dataset: Forward reaction prediction with 1.9M reactions from USPTO patents (1976-2016). Task: Predict the product of the given reaction. (1) Given the reactants [N+:1]([C:4]1[CH:5]=[C:6]2[C:10](=[CH:11][CH:12]=1)[CH2:9][CH:8]([N:13]1[CH2:17][CH2:16][CH2:15][CH2:14]1)[CH2:7]2)([O-])=O, predict the reaction product. The product is: [N:13]1([CH:8]2[CH2:7][C:6]3[C:10](=[CH:11][CH:12]=[C:4]([NH2:1])[CH:5]=3)[CH2:9]2)[CH2:17][CH2:16][CH2:15][CH2:14]1. (2) Given the reactants [C:1]([O:5][C:6](=[O:19])[NH:7][C:8]1[CH:13]=[C:12]([N:14]([CH3:16])[CH3:15])[C:11]([Cl:17])=[CH:10][C:9]=1[NH2:18])([CH3:4])([CH3:3])[CH3:2].C([O:24][C:25](=O)[CH2:26][C:27]([C:29]1[CH:34]=[CH:33][CH:32]=[C:31]([N:35]2[C:39]([CH2:40][N:41]([CH3:43])[CH3:42])=[CH:38][N:37]=[N:36]2)[CH:30]=1)=[O:28])(C)(C)C, predict the reaction product. The product is: [C:1]([O:5][C:6](=[O:19])[NH:7][C:8]1[CH:13]=[C:12]([N:14]([CH3:16])[CH3:15])[C:11]([Cl:17])=[CH:10][C:9]=1[NH:18][C:25](=[O:24])[CH2:26][C:27]([C:29]1[CH:34]=[CH:33][CH:32]=[C:31]([N:35]2[C:39]([CH2:40][N:41]([CH3:43])[CH3:42])=[CH:38][N:37]=[N:36]2)[CH:30]=1)=[O:28])([CH3:4])([CH3:2])[CH3:3]. (3) Given the reactants [F:1][C:2]([F:24])([F:23])[C:3]1[CH:8]=[CH:7][C:6]([C:9]([F:12])([F:11])[F:10])=[CH:5][C:4]=1[C:13]1[CH:18]=[CH:17][N:16]=[C:15]([C:19](=[N:21][OH:22])[NH2:20])[CH:14]=1.[C:25](N1C=CN=C1)(N1C=CN=C1)=[O:26].N12CCCN=C1CCCCC2.Cl, predict the reaction product. The product is: [F:24][C:2]([F:1])([F:23])[C:3]1[CH:8]=[CH:7][C:6]([C:9]([F:10])([F:11])[F:12])=[CH:5][C:4]=1[C:13]1[CH:18]=[CH:17][N:16]=[C:15]([C:19]2[NH:21][O:22][C:25](=[O:26])[N:20]=2)[CH:14]=1. (4) Given the reactants [CH3:1][C:2]1[N:3](C(OCC(C)C)=O)[C:4]2[C:5]([N:21]=1)=[N:6][CH:7]=[C:8]([C:10]1[CH:11]=[CH:12][C:13]3[O:19][CH2:18][CH2:17][NH:16][CH2:15][C:14]=3[CH:20]=1)[CH:9]=2.Cl[C:30]1[C:39]2[CH2:38][C:37]([CH3:41])([CH3:40])[CH2:36][CH2:35][C:34]=2[N:33]=[C:32]([CH2:42][N:43]([CH3:56])S(C2C=CC=CC=2[N+]([O-])=O)(=O)=O)[N:31]=1, predict the reaction product. The product is: [CH3:41][C:37]1([CH3:40])[CH2:36][CH2:35][C:34]2[N:33]=[C:32]([CH2:42][NH:43][CH3:56])[N:31]=[C:30]([N:16]3[CH2:15][C:14]4[CH:20]=[C:10]([C:8]5[CH:9]=[C:4]6[NH:3][C:2]([CH3:1])=[N:21][C:5]6=[N:6][CH:7]=5)[CH:11]=[CH:12][C:13]=4[O:19][CH2:18][CH2:17]3)[C:39]=2[CH2:38]1.